From a dataset of Full USPTO retrosynthesis dataset with 1.9M reactions from patents (1976-2016). Predict the reactants needed to synthesize the given product. (1) The reactants are: Cl.[N:2]1([CH2:8][CH2:9][CH2:10][O:11][C:12]2[CH:20]=[CH:19][C:15]([C:16]([Cl:18])=[O:17])=[CH:14][CH:13]=2)[CH2:7][CH2:6][CH2:5][CH2:4][CH2:3]1.[CH2:21]1[C:27]2[CH:28]=[CH:29][CH:30]=[CH:31][C:26]=2[CH2:25][CH2:24][NH:23][CH2:22]1. Given the product [ClH:18].[N:2]1([CH2:8][CH2:9][CH2:10][O:11][C:12]2[CH:20]=[CH:19][C:15]([C:16]([N:23]3[CH2:22][CH2:21][C:27]4[CH:28]=[CH:29][CH:30]=[CH:31][C:26]=4[CH2:25][CH2:24]3)=[O:17])=[CH:14][CH:13]=2)[CH2:7][CH2:6][CH2:5][CH2:4][CH2:3]1, predict the reactants needed to synthesize it. (2) Given the product [Cl:18][C:12]1[CH:11]=[C:10]([N:7]2[C:8]([CH3:9])=[C:4]([C:1]([C:25]3[CH:24]=[CH:23][CH:22]=[C:21]([F:20])[CH:26]=3)([OH:3])[CH3:2])[C:5]([CH3:19])=[N:6]2)[CH:17]=[CH:16][C:13]=1[C:14]#[N:15], predict the reactants needed to synthesize it. The reactants are: [C:1]([C:4]1[C:5]([CH3:19])=[N:6][N:7]([C:10]2[CH:17]=[CH:16][C:13]([C:14]#[N:15])=[C:12]([Cl:18])[CH:11]=2)[C:8]=1[CH3:9])(=[O:3])[CH3:2].[F:20][C:21]1[CH:22]=[C:23]([Mg]Br)[CH:24]=[CH:25][CH:26]=1. (3) Given the product [Br:13][C:14]1[CH:19]=[CH:18][CH:17]=[C:16]([F:20])[C:15]=1[CH:24]=[O:23], predict the reactants needed to synthesize it. The reactants are: C(NC(C)C)(C)C.C([Li])CCC.[Br:13][C:14]1[CH:15]=[C:16]([F:20])[CH:17]=[CH:18][CH:19]=1.[Cl-].[NH4+].[O:23]1CCC[CH2:24]1. (4) The reactants are: C(Cl)(=O)C(Cl)=O.CS(C)=O.[Si:11]([O:28][CH2:29][C@@H:30]1[CH2:34][CH2:33][C@@:32]([C@@H:36]([CH3:41])/[CH:37]=[CH:38]/[CH2:39][OH:40])([CH3:35])[C:31]1([CH3:43])[CH3:42])([C:24]([CH3:27])([CH3:26])[CH3:25])([C:18]1[CH:23]=[CH:22][CH:21]=[CH:20][CH:19]=1)[C:12]1[CH:17]=[CH:16][CH:15]=[CH:14][CH:13]=1.C(N(CC)CC)C. Given the product [Si:11]([O:28][CH2:29][C@@H:30]1[CH2:34][CH2:33][C@@:32]([C@@H:36]([CH3:41])/[CH:37]=[CH:38]/[CH:39]=[O:40])([CH3:35])[C:31]1([CH3:42])[CH3:43])([C:24]([CH3:26])([CH3:27])[CH3:25])([C:18]1[CH:19]=[CH:20][CH:21]=[CH:22][CH:23]=1)[C:12]1[CH:13]=[CH:14][CH:15]=[CH:16][CH:17]=1, predict the reactants needed to synthesize it. (5) Given the product [F:28][C:29]1[CH:37]=[CH:36][CH:35]=[CH:34][C:30]=1[C:31]([NH:24][C:23]1[CH:25]=[CH:26][CH:27]=[C:21]([CH:2]([CH3:1])[CH2:3][N:4]2[CH2:5][CH2:6][N:7]([C:10]3[CH:19]=[CH:18][CH:17]=[C:16]4[C:11]=3[CH:12]=[CH:13][C:14]([CH3:20])=[N:15]4)[CH2:8][CH2:9]2)[CH:22]=1)=[O:32], predict the reactants needed to synthesize it. The reactants are: [CH3:1][CH:2]([C:21]1[CH:22]=[C:23]([CH:25]=[CH:26][CH:27]=1)[NH2:24])[CH2:3][N:4]1[CH2:9][CH2:8][N:7]([C:10]2[CH:19]=[CH:18][CH:17]=[C:16]3[C:11]=2[CH:12]=[CH:13][C:14]([CH3:20])=[N:15]3)[CH2:6][CH2:5]1.[F:28][C:29]1[CH:37]=[CH:36][CH:35]=[CH:34][C:30]=1[C:31](O)=[O:32]. (6) The reactants are: O.O.C(O)(=O)C(O)=O.[CH2:9]([O:11][C:12](=[O:37])[CH:13]([O:34][CH2:35][CH3:36])[CH:14]([C:16]1[CH:21]=[CH:20][C:19]([O:22]CC2C=CC=CC=2)=[CH:18][C:17]=1[O:30][CH:31]([CH3:33])[CH3:32])O)[CH3:10]. Given the product [CH2:9]([O:11][C:12](=[O:37])[CH:13]([O:34][CH2:35][CH3:36])[CH2:14][C:16]1[CH:21]=[CH:20][C:19]([OH:22])=[CH:18][C:17]=1[O:30][CH:31]([CH3:32])[CH3:33])[CH3:10], predict the reactants needed to synthesize it. (7) Given the product [Br:1][C:2]1[C:11]2[C:6](=[CH:7][C:8]([F:13])=[CH:9][C:10]=2[F:12])[N:5]=[C:4]([N:14]2[CH2:19][CH2:18][N:17]([CH2:24][CH3:25])[C:16](=[O:20])[CH2:15]2)[C:3]=1[CH3:21], predict the reactants needed to synthesize it. The reactants are: [Br:1][C:2]1[C:11]2[C:6](=[CH:7][C:8]([F:13])=[CH:9][C:10]=2[F:12])[N:5]=[C:4]([N:14]2[CH2:19][CH2:18][NH:17][C:16](=[O:20])[CH2:15]2)[C:3]=1[CH3:21].[H-].[Na+].[CH2:24](I)[CH3:25].